From a dataset of Forward reaction prediction with 1.9M reactions from USPTO patents (1976-2016). Predict the product of the given reaction. Given the reactants Br[C:2]1[CH:7]=[C:6]([F:8])[CH:5]=[CH:4][C:3]=1[S:9]([N:12]([C:17]1[C:26]([C:27]([O:29][CH3:30])=[O:28])=[C:25]2[C:20]([CH:21]3[CH2:31][CH:22]3[CH2:23][O:24]2)=[CH:19][CH:18]=1)[C:13]([O:15][CH3:16])=[O:14])(=[O:11])=[O:10].C([Sn](CCCC)(CCCC)/[CH:37]=[CH:38]\[CH2:39][OH:40])CCC.F[B-](F)(F)F.C([PH+](C(C)(C)C)C(C)(C)C)(C)(C)C, predict the reaction product. The product is: [OH:40][CH2:39]/[CH:38]=[CH:37]\[C:2]1[CH:7]=[C:6]([F:8])[CH:5]=[CH:4][C:3]=1[S:9]([N:12]([C:17]1[C:26]([C:27]([O:29][CH3:30])=[O:28])=[C:25]2[C:20]([CH:21]3[CH2:31][CH:22]3[CH2:23][O:24]2)=[CH:19][CH:18]=1)[C:13]([O:15][CH3:16])=[O:14])(=[O:11])=[O:10].